Dataset: Full USPTO retrosynthesis dataset with 1.9M reactions from patents (1976-2016). Task: Predict the reactants needed to synthesize the given product. (1) Given the product [Cl:49][C:24]1[CH:23]=[CH:22][C:21]([C:20]2[N:16]([C:11]3[CH:12]=[CH:13][CH:14]=[CH:15][C:10]=3[CH2:8][CH3:9])[N:17]=[C:18]([O:29][CH:30]3[CH2:31][CH2:32][N:33]([S:44]([CH3:43])(=[O:46])=[O:45])[CH2:34][CH2:35]3)[CH:19]=2)=[CH:26][CH:25]=1, predict the reactants needed to synthesize it. The reactants are: FC(F)(F)C(O)=O.[CH2:8]([C:10]1[CH:15]=[CH:14][CH:13]=[CH:12][C:11]=1[N:16]1[C:20]([C:21]2[CH:26]=[CH:25][C:24](OC)=[CH:23][CH:22]=2)=[CH:19][C:18]([O:29][CH:30]2[CH2:35][CH2:34][NH:33][CH2:32][CH2:31]2)=[N:17]1)[CH3:9].CCN(CC)CC.[CH3:43][S:44](Cl)(=[O:46])=[O:45].C(Cl)[Cl:49]. (2) Given the product [CH3:1][O:2][C:3]1[CH:8]=[C:7]([CH3:9])[N:6]=[C:5]([C:10]2[CH:15]=[CH:14][CH:13]=[C:12]([CH2:16][CH2:17][CH2:18][O:19][N:20]=[C:21]([C:23]3[CH:28]=[CH:27][CH:26]=[C:25]([CH3:29])[N:24]=3)[CH3:22])[N:11]=2)[CH:4]=1, predict the reactants needed to synthesize it. The reactants are: [CH3:1][O:2][C:3]1[CH:8]=[C:7]([CH3:9])[N:6]=[C:5]([C:10]2[CH:15]=[CH:14][CH:13]=[C:12]([C:16]#[C:17][CH2:18][O:19]/[N:20]=[C:21](/[C:23]3[CH:28]=[CH:27][CH:26]=[C:25]([CH3:29])[N:24]=3)\[CH3:22])[N:11]=2)[CH:4]=1. (3) Given the product [C:1]([O:5][C@@H:6]([C:11]1[C:40]([CH3:41])=[CH:39][C:38]2=[N:42][C:35]3=[CH:36][N:37]2[C:12]=1[N:13]1[CH2:48][CH2:47][C:16]([CH3:49])([O:17][CH2:18][CH2:19][CH2:20][CH2:21][C@H:22]([CH3:46])[O:23][C:24]2[CH:25]=[C:26]([CH3:45])[C:27]([CH3:44])=[CH:28][C:29]=2[C:30]2[CH:43]=[C:34]3[CH:33]=[CH:32][CH:31]=2)[CH2:15][CH2:14]1)[C:7]([O:9][CH3:10])=[O:8])([CH3:4])([CH3:2])[CH3:3], predict the reactants needed to synthesize it. The reactants are: [C:1]([O:5][C@@H:6]([C:11]1[C:40]([CH3:41])=[CH:39][C:38]2=[N:42][C:35]3=[CH:36][N:37]2[C:12]=1[N:13]1[CH2:48][CH2:47][C:16]([CH3:49])([O:17][CH2:18][CH:19]=[CH:20][CH2:21][C@H:22]([CH3:46])[O:23][C:24]2[CH:25]=[C:26]([CH3:45])[C:27]([CH3:44])=[CH:28][C:29]=2[C:30]2[CH:43]=[C:34]3[CH:33]=[CH:32][CH:31]=2)[CH2:15][CH2:14]1)[C:7]([O:9][CH3:10])=[O:8])([CH3:4])([CH3:3])[CH3:2].C(O[C@@H](C1C(C)=CC2=NC3=CN2C=1N1CCC(C)(OCCCC[C@H](C)OC2C=C(F)C=CC=2C2C=C3C=CC=2)CC1)C(OC)=O)(C)(C)C. (4) Given the product [C:13]([O:17][C:18](=[O:25])[NH:19][CH:20]1[CH2:24][CH2:23][N:22]([C:2]2[C:11]3[C:6](=[CH:7][C:8]([F:12])=[CH:9][CH:10]=3)[N:5]=[CH:4][N:3]=2)[CH2:21]1)([CH3:16])([CH3:14])[CH3:15], predict the reactants needed to synthesize it. The reactants are: Cl[C:2]1[C:11]2[C:6](=[CH:7][C:8]([F:12])=[CH:9][CH:10]=2)[N:5]=[CH:4][N:3]=1.[C:13]([O:17][C:18](=[O:25])[NH:19][CH:20]1[CH2:24][CH2:23][NH:22][CH2:21]1)([CH3:16])([CH3:15])[CH3:14].CCN(C(C)C)C(C)C.